From a dataset of Retrosynthesis with 50K atom-mapped reactions and 10 reaction types from USPTO. Predict the reactants needed to synthesize the given product. (1) Given the product O=C(c1ccccc1)c1ccc(OCC(O)CCc2cccnc2)cc1, predict the reactants needed to synthesize it. The reactants are: O=C(c1ccccc1)c1ccc(O)cc1.OC(CCl)CCc1cccnc1. (2) The reactants are: COC(=O)C(C(=O)c1ccnc(C)c1)c1ccc(OC)cc1Cl. Given the product COc1ccc(CC(=O)c2ccnc(C)c2)c(Cl)c1, predict the reactants needed to synthesize it. (3) Given the product CN1CCN(c2ccc(Br)cc2C#N)CC1, predict the reactants needed to synthesize it. The reactants are: CN1CCNCC1.N#Cc1cc(Br)ccc1F. (4) Given the product OCCOCCN1CC[C@H](F)C1, predict the reactants needed to synthesize it. The reactants are: F[C@H]1CCNC1.OCCOCCCl. (5) Given the product Nc1cccc2nc(Cl)ccc12, predict the reactants needed to synthesize it. The reactants are: O=[N+]([O-])c1cccc2nc(Cl)ccc12.